Task: Predict the product of the given reaction.. Dataset: Forward reaction prediction with 1.9M reactions from USPTO patents (1976-2016) (1) The product is: [Cl:21][C:18]1[CH:17]=[CH:16][C:15]([NH:14][C:12]([CH:11]2[CH:10]([C:7]3[CH:8]=[CH:9][C:4]([Br:3])=[CH:5][C:6]=3[F:22])[CH2:1][N:23]([CH3:25])[CH2:24]2)=[O:13])=[CH:20][CH:19]=1. Given the reactants [CH2:1]=O.[Br:3][C:4]1[CH:9]=[CH:8][C:7]([CH:10]=[CH:11][C:12]([NH:14][C:15]2[CH:20]=[CH:19][C:18]([Cl:21])=[CH:17][CH:16]=2)=[O:13])=[C:6]([F:22])[CH:5]=1.[NH:23]([CH2:25]C(O)=O)[CH3:24].O, predict the reaction product. (2) Given the reactants [CH3:1][C@H:2]1[CH2:6][CH2:5][CH2:4][N:3]1[CH2:7][C@H:8]1[CH2:10][C@@H:9]1[C:11]1[CH:16]=[CH:15][C:14]([N:17]2[C:22](=[O:23])[CH:21]=[CH:20][CH:19]=[N:18]2)=[CH:13][CH:12]=1.[C:24]([OH:33])(=[O:32])[C@H:25]([C@@H:27]([C:29]([OH:31])=[O:30])[OH:28])[OH:26], predict the reaction product. The product is: [OH:28][C@@H:27]([C@H:25]([OH:26])[C:24]([OH:33])=[O:32])[C:29]([OH:31])=[O:30].[CH3:1][C@H:2]1[CH2:6][CH2:5][CH2:4][N:3]1[CH2:7][C@H:8]1[CH2:10][C@@H:9]1[C:11]1[CH:16]=[CH:15][C:14]([N:17]2[C:22](=[O:23])[CH:21]=[CH:20][CH:19]=[N:18]2)=[CH:13][CH:12]=1. (3) Given the reactants Cl[CH2:2][CH2:3][CH2:4][S:5]([N:8](S(CCCCl)(=O)=O)[C:9]1[CH:17]=[C:16]([C:18]([O:20][CH3:21])=[O:19])[CH:15]=[C:14]2[C:10]=1[CH:11]=[N:12][N:13]2[CH2:22][CH3:23])(=[O:7])=[O:6].CCN(CC)CC, predict the reaction product. The product is: [O:6]=[S:5]1(=[O:7])[CH2:4][CH2:3][CH2:2][N:8]1[C:9]1[CH:17]=[C:16]([C:18]([O:20][CH3:21])=[O:19])[CH:15]=[C:14]2[C:10]=1[CH:11]=[N:12][N:13]2[CH2:22][CH3:23].